This data is from Reaction yield outcomes from USPTO patents with 853,638 reactions. The task is: Predict the reaction yield, written as a fraction of the theoretical maximum amount of product (1.0 means a 100% yield; for example, 0.34 means a 34% yield). (1) The reactants are Br.[CH2:2]1[C:11]2[C:6](=[CH:7][C:8]([OH:12])=[CH:9][CH:10]=2)[CH2:5][CH2:4][NH:3]1.[C:13]([O:17][C:18]([CH3:21])([CH3:20])[CH3:19])(=[O:16])[CH:14]=[CH2:15].C(N(C(C)C)C(C)C)C. The catalyst is CO. The product is [OH:12][C:8]1[CH:7]=[C:6]2[C:11](=[CH:10][CH:9]=1)[CH2:2][N:3]([CH2:15][CH2:14][C:13]([O:17][C:18]([CH3:21])([CH3:20])[CH3:19])=[O:16])[CH2:4][CH2:5]2. The yield is 0.800. (2) The reactants are [O:1]1[CH:5]=[CH:4][CH:3]=[C:2]1[C:6]#N.[C:8](#N)[C:9]1[CH:14]=[CH:13][CH:12]=[CH:11][CH:10]=1. No catalyst specified. The product is [C:9]1([C:8]#[C:6][C:2]2[O:1][CH:5]=[CH:4][CH:3]=2)[CH:14]=[CH:13][CH:12]=[CH:11][CH:10]=1. The yield is 0.740. (3) The reactants are [CH2:1]([O:8][C:9]([NH:11][C:12]12[CH2:19][C:16](C(O)=O)([CH2:17][CH2:18]1)[CH2:15][CH2:14][CH2:13]2)=[O:10])[C:2]1[CH:7]=[CH:6][CH:5]=[CH:4][CH:3]=1.C1C=CC(OP(OC2C=CC=CC=2)([N:32]=[N+]=[N-])=O)=CC=1.C(N(CC)CC)C.[Si](O[K])(C)(C)C. The catalyst is C1(C)C=CC=CC=1.C1COCC1. The product is [NH2:32][C:16]12[CH2:19][C:12]([NH:11][C:9](=[O:10])[O:8][CH2:1][C:2]3[CH:7]=[CH:6][CH:5]=[CH:4][CH:3]=3)([CH2:18][CH2:17]1)[CH2:13][CH2:14][CH2:15]2. The yield is 0.420. (4) The reactants are Br[C:2]1[CH:3]=[C:4]([CH:8]2[CH2:17][C:16]([CH3:19])([CH3:18])[C:15]3[C:10](=[C:11]([CH3:22])[CH:12]=[C:13]([C:20]#[N:21])[CH:14]=3)[NH:9]2)[CH:5]=[CH:6][CH:7]=1.[NH2:23][C:24]([CH3:29])([CH3:28])[C:25]([OH:27])=[O:26].C(=O)([O-])[O-].[K+].[K+]. The catalyst is CS(C)=O.[Cu]I. The product is [C:20]([C:13]1[CH:14]=[C:15]2[C:10](=[C:11]([CH3:22])[CH:12]=1)[NH:9][CH:8]([C:4]1[CH:3]=[C:2]([NH:23][C:24]([CH3:29])([CH3:28])[C:25]([OH:27])=[O:26])[CH:7]=[CH:6][CH:5]=1)[CH2:17][C:16]2([CH3:19])[CH3:18])#[N:21]. The yield is 0.230.